Dataset: Forward reaction prediction with 1.9M reactions from USPTO patents (1976-2016). Task: Predict the product of the given reaction. (1) Given the reactants [CH:1]1[C:10]2[N:9]3[CH2:11][CH2:12][CH2:13][CH2:14][CH2:15][CH:8]3[C:7](=O)[NH:6][C:5]=2[CH:4]=[CH:3][CH:2]=1.Cl, predict the reaction product. The product is: [CH:1]1[C:10]2[N:9]3[CH2:11][CH2:12][CH2:13][CH2:14][CH2:15][CH:8]3[CH2:7][NH:6][C:5]=2[CH:4]=[CH:3][CH:2]=1. (2) Given the reactants [C:1]([C:3]1[CH:4]=[N:5][C:6]([NH2:9])=[N:7][CH:8]=1)#[CH:2].I[C:11]1[C:12](=[O:28])[N:13]([C:18]2[CH:23]=[CH:22][CH:21]=[C:20]([C:24]([F:27])([F:26])[F:25])[CH:19]=2)[CH:14]=[CH:15][C:16]=1[CH3:17].CC#N.C(N(CC)CC)C, predict the reaction product. The product is: [NH2:9][C:6]1[N:7]=[CH:8][C:3]([C:1]#[C:2][C:11]2[C:12](=[O:28])[N:13]([C:18]3[CH:23]=[CH:22][CH:21]=[C:20]([C:24]([F:27])([F:25])[F:26])[CH:19]=3)[CH:14]=[CH:15][C:16]=2[CH3:17])=[CH:4][N:5]=1. (3) Given the reactants [CH3:1][O:2][C:3]1[CH:8]=[C:7]([CH3:9])[C:6]([C:10]([C:12]2[CH:17]=[CH:16][C:15]([O:18][CH2:19][C:20]3[N:21]=[C:22]([C:26]4[CH:31]=[CH:30][CH:29]=[CH:28][CH:27]=4)[O:23][C:24]=3[CH3:25])=[CH:14][CH:13]=2)=[O:11])=[C:5]([O:32]COC)[CH:4]=1.Cl, predict the reaction product. The product is: [OH:32][C:5]1[CH:4]=[C:3]([O:2][CH3:1])[CH:8]=[C:7]([CH3:9])[C:6]=1[C:10]([C:12]1[CH:17]=[CH:16][C:15]([O:18][CH2:19][C:20]2[N:21]=[C:22]([C:26]3[CH:27]=[CH:28][CH:29]=[CH:30][CH:31]=3)[O:23][C:24]=2[CH3:25])=[CH:14][CH:13]=1)=[O:11]. (4) Given the reactants [CH3:1][C:2]1([CH3:26])[C:19](=O)[CH2:18][CH2:17][C@@:16]2([CH3:21])[CH:3]1[C@@H:4]([CH2:24][OH:25])[C@@H:5]([OH:23])[C@@H:6]1[C@@H:15]2[CH2:14][CH2:13][C@@:11]2([CH3:12])[C@H:7]1[CH2:8][CH2:9][C@@H:10]2[OH:22].[ClH:27].Cl.[NH:29]1[CH2:34][CH2:33][CH:32]([O:35][NH2:36])[CH2:31][CH2:30]1, predict the reaction product. The product is: [ClH:27].[NH:29]1[CH2:34][CH2:33][CH:32]([O:35]/[N:36]=[C:19]2/[C:2]([CH3:26])([CH3:1])[CH:3]3[C@:16]([CH3:21])([CH2:17][CH2:18]/2)[C@@H:15]2[C@H:6]([C@H:7]4[C@@:11]([CH2:13][CH2:14]2)([CH3:12])[C@@H:10]([OH:22])[CH2:9][CH2:8]4)[C@H:5]([OH:23])[C@@H:4]3[CH2:24][OH:25])[CH2:31][CH2:30]1. (5) Given the reactants [CH2:1]([O:3][C:4](=[O:18])[CH2:5][CH2:6][C:7]([C:9]1[CH:14]=[CH:13][C:12]([O:15][CH3:16])=[CH:11][C:10]=1[Br:17])=O)[CH3:2].FC(F)(F)C(O)=O.C([SiH](CC)CC)C.C(=O)(O)[O-].[Na+], predict the reaction product. The product is: [CH2:1]([O:3][C:4](=[O:18])[CH2:5][CH2:6][CH2:7][C:9]1[CH:14]=[CH:13][C:12]([O:15][CH3:16])=[CH:11][C:10]=1[Br:17])[CH3:2]. (6) Given the reactants [CH3:1][C:2]1([CH3:16])[C:7]2[CH:8]=[C:9](B(O)O)[CH:10]=[CH:11][C:6]=2[NH:5][C:4](=[O:15])[O:3]1.Br[C:18]1[CH:23]=[C:22]([F:24])[CH:21]=[C:20]([F:25])[CH:19]=1, predict the reaction product. The product is: [F:24][C:22]1[CH:23]=[C:18]([C:9]2[CH:10]=[CH:11][C:6]3[NH:5][C:4](=[O:15])[O:3][C:2]([CH3:16])([CH3:1])[C:7]=3[CH:8]=2)[CH:19]=[C:20]([F:25])[CH:21]=1. (7) Given the reactants [CH2:1]([CH2:3][NH2:4])[OH:2].O[CH2:6][C:7]1[CH:12]=[CH:11][C:10]([C:13]2[CH:18]=[CH:17][C:16]([S:19]([N:22]3[CH2:27][CH2:26][S:25][C:24]([CH3:29])([CH3:28])[C@@H:23]3[C:30]([OH:32])=[O:31])(=[O:21])=[O:20])=[CH:15][CH:14]=2)=[CH:9][CH:8]=1, predict the reaction product. The product is: [OH:2][CH2:1][CH2:3][NH:4][CH2:6][C:7]1[CH:12]=[CH:11][C:10]([C:13]2[CH:14]=[CH:15][C:16]([S:19]([N:22]3[CH2:27][CH2:26][S:25][C:24]([CH3:29])([CH3:28])[C@@H:23]3[C:30]([OH:32])=[O:31])(=[O:20])=[O:21])=[CH:17][CH:18]=2)=[CH:9][CH:8]=1. (8) The product is: [CH3:22][C:23]1[N:27]([C:28]2[CH:33]=[CH:32][C:31]([C:34]([F:36])([F:37])[F:35])=[CH:30][N:29]=2)[N:26]=[CH:25][C:24]=1[C:38]([NH:40][C:2]1[CH:7]=[N:6][C:5]([C:8]2[CH2:13][CH2:12][CH:11]([N:14]3[CH2:19][CH2:18][O:17][CH2:16][C:15]3=[O:20])[CH2:10][CH:9]=2)=[C:4]([CH3:21])[CH:3]=1)=[O:39]. Given the reactants Br[C:2]1[CH:3]=[C:4]([CH3:21])[C:5]([C:8]2[CH2:13][CH2:12][CH:11]([N:14]3[CH2:19][CH2:18][O:17][CH2:16][C:15]3=[O:20])[CH2:10][CH:9]=2)=[N:6][CH:7]=1.[CH3:22][C:23]1[N:27]([C:28]2[CH:33]=[CH:32][C:31]([C:34]([F:37])([F:36])[F:35])=[CH:30][N:29]=2)[N:26]=[CH:25][C:24]=1[C:38]([NH2:40])=[O:39].C(=O)([O-])[O-].[Cs+].[Cs+].[Cl-].[NH4+], predict the reaction product. (9) Given the reactants [C:1](Cl)(=[O:8])[CH2:2][CH2:3][CH2:4][C:5](Cl)=[O:6].[Cl-].[Al+3].[Cl-].[Cl-].[CH:14]1[CH:19]=[CH:18][CH:17]=[CH:16][CH:15]=1.O, predict the reaction product. The product is: [CH:14]1[CH:19]=[CH:18][C:17]([C:1]([CH2:2][CH2:3][CH2:4][C:5]([C:14]2[CH:19]=[CH:18][CH:17]=[CH:16][CH:15]=2)=[O:6])=[O:8])=[CH:16][CH:15]=1.